Regression. Given a peptide amino acid sequence and an MHC pseudo amino acid sequence, predict their binding affinity value. This is MHC class I binding data. From a dataset of Peptide-MHC class I binding affinity with 185,985 pairs from IEDB/IMGT. (1) The peptide sequence is RALKAYFTA. The MHC is HLA-A02:06 with pseudo-sequence HLA-A02:06. The binding affinity (normalized) is 0.758. (2) The MHC is HLA-A24:02 with pseudo-sequence HLA-A24:02. The peptide sequence is LLLAILGPL. The binding affinity (normalized) is 0.0322. (3) The peptide sequence is SRYWEPEFY. The MHC is HLA-B07:02 with pseudo-sequence HLA-B07:02. The binding affinity (normalized) is 0.0847. (4) The peptide sequence is SLYSILSPFL. The MHC is HLA-A02:03 with pseudo-sequence HLA-A02:03. The binding affinity (normalized) is 0.760.